Dataset: Forward reaction prediction with 1.9M reactions from USPTO patents (1976-2016). Task: Predict the product of the given reaction. Given the reactants [N+:1]([C:4]1[CH:10]=[CH:9][C:7]([NH2:8])=[CH:6][CH:5]=1)([O-:3])=[O:2].C(N(CC)CC)C.[Cl:18][CH2:19][C:20](Cl)=[O:21].O, predict the reaction product. The product is: [Cl:18][CH2:19][C:20]([NH:8][C:7]1[CH:9]=[CH:10][C:4]([N+:1]([O-:3])=[O:2])=[CH:5][CH:6]=1)=[O:21].